From a dataset of Forward reaction prediction with 1.9M reactions from USPTO patents (1976-2016). Predict the product of the given reaction. (1) Given the reactants [OH:1][CH:2]([C:19]1[CH:24]=[CH:23][CH:22]=[CH:21][C:20]=1[O:25][CH3:26])[CH2:3][O:4][C:5]1[CH:18]=[CH:17][C:8](/[CH:9]=[C:10]2/[C:11](=[O:16])[NH:12][C:13](=[O:15])[S:14]/2)=[CH:7][CH:6]=1.O.N1C=CC=CC=1C1C=CC=CN=1.[BH4-].[Na+], predict the reaction product. The product is: [OH:1][CH:2]([C:19]1[CH:24]=[CH:23][CH:22]=[CH:21][C:20]=1[O:25][CH3:26])[CH2:3][O:4][C:5]1[CH:18]=[CH:17][C:8]([CH2:9][CH:10]2[S:14][C:13](=[O:15])[NH:12][C:11]2=[O:16])=[CH:7][CH:6]=1. (2) Given the reactants Br[C:2]1[S:3][C:4]([C:8]([NH:10][S:11]([C:14]2[CH:19]=[CH:18][CH:17]=[CH:16][C:15]=2[S:20](=[O:23])(=[O:22])[NH2:21])(=[O:13])=[O:12])=[O:9])=[C:5]([CH3:7])[N:6]=1.[O:24]1[C:28]2[CH:29]=[CH:30][CH:31]=[CH:32][C:27]=2[CH:26]=[C:25]1B(O)O, predict the reaction product. The product is: [O:24]1[C:28]2[CH:29]=[CH:30][CH:31]=[CH:32][C:27]=2[CH:26]=[C:25]1[C:2]1[S:3][C:4]([C:8]([NH:10][S:11]([C:14]2[CH:19]=[CH:18][CH:17]=[CH:16][C:15]=2[S:20](=[O:23])(=[O:22])[NH2:21])(=[O:13])=[O:12])=[O:9])=[C:5]([CH3:7])[N:6]=1. (3) Given the reactants Cl[C:2]1[CH:20]=[CH:19][C:18]([N+:21]([O-:23])=[O:22])=[CH:17][C:3]=1[CH2:4][N:5]([CH3:16])[C:6](=[O:15])[O:7][CH2:8][C:9]1[CH:14]=[CH:13][CH:12]=[CH:11][CH:10]=1.[S-2:24].[Na+].[Na+].O, predict the reaction product. The product is: [SH:24][C:2]1[CH:20]=[CH:19][C:18]([N+:21]([O-:23])=[O:22])=[CH:17][C:3]=1[CH2:4][N:5]([CH3:16])[C:6](=[O:15])[O:7][CH2:8][C:9]1[CH:14]=[CH:13][CH:12]=[CH:11][CH:10]=1. (4) The product is: [CH2:4]([N:11]([CH2:1][P:16]([O:21][CH2:22][CH3:23])([O:18][CH2:19][CH3:20])=[O:17])[CH2:12][CH2:13][CH2:14][Cl:15])[C:5]1[CH:10]=[CH:9][CH:8]=[CH:7][CH:6]=1. Given the reactants [CH2:1]=O.Cl.[CH2:4]([NH:11][CH2:12][CH2:13][CH2:14][Cl:15])[C:5]1[CH:10]=[CH:9][CH:8]=[CH:7][CH:6]=1.[P:16]([O-])([O:21][CH2:22][CH3:23])([O:18][CH2:19][CH3:20])=[O:17], predict the reaction product.